Dataset: Reaction yield outcomes from USPTO patents with 853,638 reactions. Task: Predict the reaction yield, written as a fraction of the theoretical maximum amount of product (1.0 means a 100% yield; for example, 0.34 means a 34% yield). (1) The reactants are [CH3:1][O:2][C:3]1[CH:8]=[CH:7][C:6]([N:9]2[C:13]([C:14]3[CH:19]=[CH:18][C:17]([O:20][CH3:21])=[CH:16][CH:15]=3)=[CH:12][C:11]([CH:22]3[CH2:28][CH:27]4[NH:29][CH:24]([CH2:25][CH2:26]4)[CH2:23]3)=[N:10]2)=[CH:5][CH:4]=1.ClC(Cl)(O[C:34](=[O:40])OC(Cl)(Cl)Cl)Cl.C(N(CC)CC)C.Cl.[CH3:50][NH:51][OH:52]. The catalyst is O1CCCC1.O. The product is [CH3:1][O:2][C:3]1[CH:4]=[CH:5][C:6]([N:9]2[C:13]([C:14]3[CH:19]=[CH:18][C:17]([O:20][CH3:21])=[CH:16][CH:15]=3)=[CH:12][C:11]([CH:22]3[CH2:28][CH:27]4[N:29]([C:34](=[O:40])[N:51]([OH:52])[CH3:50])[CH:24]([CH2:25][CH2:26]4)[CH2:23]3)=[N:10]2)=[CH:7][CH:8]=1. The yield is 0.840. (2) The reactants are [F:1][C:2]1[CH:7]=[C:6]([O:8][C:9]2[CH:14]=[CH:13][CH:12]=[CH:11][CH:10]=2)[CH:5]=[CH:4][C:3]=1[C:15]1[C:23]2[C:22]([NH2:24])=[N:21][CH:20]=[N:19][C:18]=2[N:17]([CH2:25][CH:26]2[CH2:30][CH2:29][CH2:28][NH:27]2)[CH:16]=1.[C:31]([C:33](=[CH:37][CH:38]1[CH2:40][CH2:39]1)[C:34](O)=[O:35])#[N:32].CCN(C(C)C)C(C)C.CN(C(ON1N=NC2C=CC=NC1=2)=[N+](C)C)C.F[P-](F)(F)(F)(F)F. The catalyst is C(Cl)Cl. The product is [NH2:24][C:22]1[C:23]2[C:15]([C:3]3[CH:4]=[CH:5][C:6]([O:8][C:9]4[CH:10]=[CH:11][CH:12]=[CH:13][CH:14]=4)=[CH:7][C:2]=3[F:1])=[CH:16][N:17]([CH2:25][CH:26]3[CH2:30][CH2:29][CH2:28][N:27]3[C:34]([C:33](=[CH:37][CH:38]3[CH2:40][CH2:39]3)[C:31]#[N:32])=[O:35])[C:18]=2[N:19]=[CH:20][N:21]=1. The yield is 0.540. (3) The reactants are N[C:2]1[N:6]([C:7]2[CH:8]=[C:9]3[C:14](=[CH:15][CH:16]=2)[CH2:13][N:12]([C:17]([O:19][C:20]([CH3:23])([CH3:22])[CH3:21])=[O:18])[CH2:11][CH2:10]3)[N:5]=[C:4]([C:24]([CH3:27])([CH3:26])[CH3:25])[CH:3]=1.[C:28](Cl)([O:30][CH2:31][C:32]([Cl:35])([Cl:34])[Cl:33])=[O:29].C([O-])(O)=O.[Na+]. The catalyst is CCOC(C)=O. The product is [C:24]([C:4]1[CH:3]=[C:2]([C:28]([O:30][CH2:31][C:32]([Cl:35])([Cl:34])[Cl:33])=[O:29])[N:6]([C:7]2[CH:8]=[C:9]3[C:14](=[CH:15][CH:16]=2)[CH2:13][N:12]([C:17]([O:19][C:20]([CH3:23])([CH3:21])[CH3:22])=[O:18])[CH2:11][CH2:10]3)[N:5]=1)([CH3:26])([CH3:27])[CH3:25]. The yield is 1.00.